Predict which catalyst facilitates the given reaction. From a dataset of Catalyst prediction with 721,799 reactions and 888 catalyst types from USPTO. (1) Reactant: [Cl-].[NH4+:2].CO[C:5]1[C:6](=[O:22])[N:7]([CH3:21])[CH2:8][C:9]([CH3:20])([C:11]2[CH:16]=[CH:15][CH:14]=[C:13]([N+:17]([O-:19])=[O:18])[CH:12]=2)[N:10]=1. Product: [NH2:2][C:5]1[C:6](=[O:22])[N:7]([CH3:21])[CH2:8][C:9]([CH3:20])([C:11]2[CH:16]=[CH:15][CH:14]=[C:13]([N+:17]([O-:19])=[O:18])[CH:12]=2)[N:10]=1. The catalyst class is: 14. (2) Reactant: [OH:1][C:2]1[CH:7]=[CH:6][C:5]([CH2:8][C:9]([O:11][CH3:12])=[O:10])=[CH:4][CH:3]=1.C(Cl)(Cl)(Cl)Cl.CCN(C(C)C)C(C)C.[P:27]([O-:44])([O:36][CH2:37][C:38]1[CH:43]=[CH:42][CH:41]=[CH:40][CH:39]=1)[O:28][CH2:29][C:30]1[CH:35]=[CH:34][CH:33]=[CH:32][CH:31]=1. Product: [CH2:29]([O:28][P:27]([O:1][C:2]1[CH:3]=[CH:4][C:5]([CH2:8][C:9]([O:11][CH3:12])=[O:10])=[CH:6][CH:7]=1)([O:36][CH2:37][C:38]1[CH:43]=[CH:42][CH:41]=[CH:40][CH:39]=1)=[O:44])[C:30]1[CH:31]=[CH:32][CH:33]=[CH:34][CH:35]=1. The catalyst class is: 616. (3) Reactant: [F:1][C:2]1[CH:26]=[CH:25][C:5]([O:6][CH2:7][CH:8]2[CH2:24][N:12]3[CH2:13][CH2:14][N:15]([C:17]4[N:18]=[N:19][C:20](Cl)=[CH:21][CH:22]=4)[CH2:16][CH:11]3[CH2:10][CH2:9]2)=[CH:4][CH:3]=1.C(N(CC)CC)C.[H][H]. Product: [F:1][C:2]1[CH:26]=[CH:25][C:5]([O:6][CH2:7][CH:8]2[CH2:24][N:12]3[CH2:13][CH2:14][N:15]([C:17]4[N:18]=[N:19][CH:20]=[CH:21][CH:22]=4)[CH2:16][CH:11]3[CH2:10][CH2:9]2)=[CH:4][CH:3]=1. The catalyst class is: 29. (4) Reactant: [H-].[Na+].[Cl:3][C:4]1[CH:9]=[C:8]([O:10][C:11]2[CH:16]=[CH:15][C:14]([Cl:17])=[CH:13][CH:12]=2)[CH:7]=[CH:6][C:5]=1[C:18]([OH:26])([CH3:25])[CH2:19][N:20]1[CH:24]=[N:23][CH:22]=[N:21]1.[CH2:27](Br)[C:28]1[CH:33]=[CH:32][CH:31]=[CH:30][CH:29]=1. Product: [CH2:27]([O:26][C:18]([C:5]1[CH:6]=[CH:7][C:8]([O:10][C:11]2[CH:12]=[CH:13][C:14]([Cl:17])=[CH:15][CH:16]=2)=[CH:9][C:4]=1[Cl:3])([CH3:25])[CH2:19][N:20]1[CH:24]=[N:23][CH:22]=[N:21]1)[C:28]1[CH:33]=[CH:32][CH:31]=[CH:30][CH:29]=1. The catalyst class is: 220. (5) Reactant: CN(C(ON1N=NC2C=CC=NC1=2)=[N+](C)C)C.F[P-](F)(F)(F)(F)F.Cl.[F:26][C:27]1[CH:28]=[C:29]([NH:38][C:39]([C@H:41]2[C:50]3[C:45](=[CH:46][C:47]([CH2:51][O:52][CH3:53])=[CH:48][CH:49]=3)[CH2:44][CH2:43][NH:42]2)=[O:40])[CH:30]=[C:31]2[C:35]=1[C:34]([CH3:37])([CH3:36])[CH2:33][CH2:32]2.[C:54]([O:58][C:59](=[O:68])[CH2:60][C@H:61]1[CH2:64][C@H:63]([C:65](O)=[O:66])[CH2:62]1)([CH3:57])([CH3:56])[CH3:55].CCN(C(C)C)C(C)C. Product: [F:26][C:27]1[CH:28]=[C:29]([NH:38][C:39]([C@H:41]2[C:50]3[C:45](=[CH:46][C:47]([CH2:51][O:52][CH3:53])=[CH:48][CH:49]=3)[CH2:44][CH2:43][N:42]2[C:65]([C@H:63]2[CH2:62][C@H:61]([CH2:60][C:59]([O:58][C:54]([CH3:57])([CH3:56])[CH3:55])=[O:68])[CH2:64]2)=[O:66])=[O:40])[CH:30]=[C:31]2[C:35]=1[C:34]([CH3:37])([CH3:36])[CH2:33][CH2:32]2. The catalyst class is: 18. (6) Reactant: [C:1]1([N:7]2[C:15]3[C:10](=[CH:11][CH:12]=[CH:13][CH:14]=3)[C:9]([NH:16][C:17]3[CH:22]=[CH:21][CH:20]=[CH:19][CH:18]=3)=[N:8]2)[CH:6]=[CH:5][CH:4]=[CH:3][CH:2]=1.Br[C:24]1[CH:29]=[CH:28][CH:27]=[C:26]([C:30]2[CH:35]=[CH:34][CH:33]=[CH:32][CH:31]=2)[N:25]=1.CC(C)([O-])C.[Na+].C(P(C(C)(C)C)C1(C)CC1(C1C=CC=CC=1)C1C=CC=CC=1)(C)(C)C.[Cl-].[NH4+]. Product: [C:1]1([N:7]2[C:15]3[C:10](=[CH:11][CH:12]=[CH:13][CH:14]=3)[C:9]([N:16]([C:24]3[CH:29]=[CH:28][CH:27]=[C:26]([C:30]4[CH:31]=[CH:32][CH:33]=[CH:34][CH:35]=4)[N:25]=3)[C:17]3[CH:18]=[CH:19][CH:20]=[CH:21][CH:22]=3)=[N:8]2)[CH:2]=[CH:3][CH:4]=[CH:5][CH:6]=1. The catalyst class is: 113. (7) Reactant: C([O:8][C:9]1[C:10]([CH3:42])=[N:11][CH:12]=[C:13]([CH2:25][NH:26][C:27]2[CH:32]=[CH:31][C:30]([C:33]3[CH:38]=[CH:37][C:36]([C:39](=[NH:41])[NH2:40])=[CH:35][CH:34]=3)=[CH:29][CH:28]=2)[C:14]=1[CH2:15][NH:16][CH2:17][CH2:18][CH2:19][CH2:20][CH2:21][C:22]([OH:24])=[O:23])C1C=CC=CC=1. Product: [OH-:8].[NH4+:11].[C:39]([C:36]1[CH:37]=[CH:38][C:33]([C:30]2[CH:29]=[CH:28][C:27]([NH:26][CH2:25][C:13]3[C:14]([CH2:15][NH:16][CH2:17][CH2:18][CH2:19][CH2:20][CH2:21][C:22]([OH:24])=[O:23])=[C:9]([OH:8])[C:10]([CH3:42])=[N:11][CH:12]=3)=[CH:32][CH:31]=2)=[CH:34][CH:35]=1)(=[NH:40])[NH2:41]. The catalyst class is: 19. (8) Reactant: [OH:1][C:2]1[CH:11]=[C:10]2[C:5]([CH:6]=[C:7]([CH:12]=[O:13])[CH2:8][O:9]2)=[CH:4][CH:3]=1.N1C=CC=CC=1.[F:20][C:21]([F:34])([F:33])[S:22](O[S:22]([C:21]([F:34])([F:33])[F:20])(=[O:24])=[O:23])(=[O:24])=[O:23].O. Product: [F:20][C:21]([F:34])([F:33])[S:22]([O:1][C:2]1[CH:11]=[C:10]2[C:5]([CH:6]=[C:7]([CH:12]=[O:13])[CH2:8][O:9]2)=[CH:4][CH:3]=1)(=[O:24])=[O:23]. The catalyst class is: 2.